Dataset: Full USPTO retrosynthesis dataset with 1.9M reactions from patents (1976-2016). Task: Predict the reactants needed to synthesize the given product. (1) Given the product [Cl:37][C:35]1[CH:34]=[C:33]([NH:38][CH3:39])[C:30]2[S:31][CH:32]=[C:28]([CH2:27][N:8]3[C:9]4[C:14](=[CH:13][CH:12]=[C:11]([C:15]5[CH:20]=[C:19]([NH2:21])[CH:18]=[C:17]([NH2:24])[CH:16]=5)[CH:10]=4)[C:6]([CH2:5][C:4]([OH:40])=[O:3])=[CH:7]3)[C:29]=2[CH:36]=1, predict the reactants needed to synthesize it. The reactants are: C([O:3][C:4](=[O:40])[CH2:5][C:6]1[C:14]2[C:9](=[CH:10][C:11]([C:15]3[CH:20]=[C:19]([N+:21]([O-])=O)[CH:18]=[C:17]([N+:24]([O-])=O)[CH:16]=3)=[CH:12][CH:13]=2)[N:8]([CH2:27][C:28]2[C:29]3[CH:36]=[C:35]([Cl:37])[CH:34]=[C:33]([NH:38][CH3:39])[C:30]=3[S:31][CH:32]=2)[CH:7]=1)C.CCOC(C)=O.[OH-].[Na+]. (2) Given the product [CH3:15][N:16]([CH3:33])[C:17]1[CH:18]=[CH:19][C:20]([CH2:23][N:24]([C:25]2[CH:30]=[CH:29][C:28]([CH2:31][CH3:32])=[CH:27][CH:26]=2)[C:12]([CH:11]2[C:5]3[CH:4]=[CH:3][CH:2]=[CH:1][C:6]=3[CH2:7][CH2:8][CH2:9][CH2:10]2)=[O:14])=[CH:21][CH:22]=1, predict the reactants needed to synthesize it. The reactants are: [CH:1]1[C:6]2[CH2:7][CH2:8][CH2:9][CH2:10][CH:11]([C:12]([OH:14])=O)[C:5]=2[CH:4]=[CH:3][CH:2]=1.[CH3:15][N:16]([CH3:33])[C:17]1[CH:22]=[CH:21][C:20]([CH2:23][NH:24][C:25]2[CH:30]=[CH:29][C:28]([CH2:31][CH3:32])=[CH:27][CH:26]=2)=[CH:19][CH:18]=1. (3) Given the product [Br:1][C:2]1[CH:3]=[C:4]([C:5]2[NH:15][CH2:14][CH2:13][N:6]=2)[CH:7]=[CH:8][C:9]=1[O:10][CH3:11], predict the reactants needed to synthesize it. The reactants are: [Br:1][C:2]1[CH:3]=[C:4]([CH:7]=[CH:8][C:9]=1[O:10][CH3:11])[C:5]#[N:6].[S].[CH2:13](N)[CH2:14][NH2:15]. (4) Given the product [Cl:21][C:6]1[CH:7]=[C:8]([C:23]#[N:24])[C:9]([O:11][CH3:12])=[CH:10][C:5]=1[CH2:4][C:3]([O:2][CH3:1])=[O:22], predict the reactants needed to synthesize it. The reactants are: [CH3:1][O:2][C:3](=[O:22])[CH2:4][C:5]1[CH:10]=[C:9]([O:11][CH3:12])[C:8](OS(C(F)(F)F)(=O)=O)=[CH:7][C:6]=1[Cl:21].[CH3:23][N:24](C=O)C. (5) The reactants are: [CH3:1][CH:2](C)[C:3]([NH:5][C:6]1[CH:11]=[CH:10][C:9]([CH:12]2[CH2:17][CH2:16][NH:15][CH2:14][CH2:13]2)=[CH:8][CH:7]=1)=[O:4].NC1C=CC(C2CCN(C(OC(C)(C)C)=O)CC2)=CC=1.C(Cl)(=O)CC. Given the product [NH:15]1[CH2:16][CH2:17][CH:12]([C:9]2[CH:10]=[CH:11][C:6]([NH:5][C:3](=[O:4])[CH2:2][CH3:1])=[CH:7][CH:8]=2)[CH2:13][CH2:14]1, predict the reactants needed to synthesize it. (6) Given the product [C:12]([O:11][C:9](=[O:10])[N:22]([CH2:21][C:20]1[CH:32]=[CH:33][C:17]([F:16])=[CH:18][CH:19]=1)[C:23]1[CH:24]=[N:25][CH:26]=[CH:27][C:28]=1[N+:29]([O-:31])=[O:30])([CH3:13])([CH3:14])[CH3:15], predict the reactants needed to synthesize it. The reactants are: [C:9](O[C:9]([O:11][C:12]([CH3:15])([CH3:14])[CH3:13])=[O:10])([O:11][C:12]([CH3:15])([CH3:14])[CH3:13])=[O:10].[F:16][C:17]1[CH:33]=[CH:32][C:20]([CH2:21][NH:22][C:23]2[CH:24]=[N:25][CH:26]=[CH:27][C:28]=2[N+:29]([O-:31])=[O:30])=[CH:19][CH:18]=1.